This data is from Full USPTO retrosynthesis dataset with 1.9M reactions from patents (1976-2016). The task is: Predict the reactants needed to synthesize the given product. (1) Given the product [CH2:12]([O:11][C:9](=[O:10])[CH:8]([C:7]([C:14]1[S:15][CH:16]=[CH:17][CH:18]=1)=[O:6])[CH2:2][C:3](=[O:5])[CH3:4])[CH3:13], predict the reactants needed to synthesize it. The reactants are: Cl[CH2:2][C:3](=[O:5])[CH3:4].[O:6]=[C:7]([C:14]1[S:15][CH:16]=[CH:17][CH:18]=1)[CH2:8][C:9]([O:11][CH2:12][CH3:13])=[O:10].C(=O)([O-])[O-].[K+].[K+].[I-].[K+]. (2) The reactants are: C([Cl:4])(=O)C.[CH3:5][N:6]1[C:10]2[NH:11][CH2:12][CH2:13][S:14][CH:15]([CH:16]3[CH2:21][CH2:20][N:19](C(OC(C)(C)C)=O)[CH2:18][CH2:17]3)[C:9]=2[C:8]([C:29]2[CH:34]=[CH:33][CH:32]=[CH:31][N:30]=2)=[N:7]1. Given the product [ClH:4].[ClH:4].[CH3:5][N:6]1[C:10]2[NH:11][CH2:12][CH2:13][S:14][CH:15]([CH:16]3[CH2:21][CH2:20][NH:19][CH2:18][CH2:17]3)[C:9]=2[C:8]([C:29]2[CH:34]=[CH:33][CH:32]=[CH:31][N:30]=2)=[N:7]1, predict the reactants needed to synthesize it.